This data is from Forward reaction prediction with 1.9M reactions from USPTO patents (1976-2016). The task is: Predict the product of the given reaction. (1) Given the reactants C([O:8][C:9]1[CH:14]=[CH:13][C:12]([C:15]2[N:19]([CH3:20])[C:18]3[CH:21]=[C:22]([C:24]([O:26][CH2:27][CH3:28])=[O:25])[S:23][C:17]=3[C:16]=2[CH:29]2[CH2:34][CH2:33][CH2:32][CH2:31][CH2:30]2)=[CH:11][CH:10]=1)C1C=CC=CC=1.C(OCC)(=O)C, predict the reaction product. The product is: [CH:29]1([C:16]2[C:17]3[S:23][C:22]([C:24]([O:26][CH2:27][CH3:28])=[O:25])=[CH:21][C:18]=3[N:19]([CH3:20])[C:15]=2[C:12]2[CH:13]=[CH:14][C:9]([OH:8])=[CH:10][CH:11]=2)[CH2:30][CH2:31][CH2:32][CH2:33][CH2:34]1. (2) Given the reactants Cl[C:2]1[N:7]=[CH:6][C:5]([C@@H:8]([N:13]2[CH2:17][CH2:16][C@H:15]([NH:18][C:19](=[O:25])[O:20][C:21]([CH3:24])([CH3:23])[CH3:22])[CH2:14]2)[C:9]([F:12])([F:11])[F:10])=[CH:4][CH:3]=1.[NH2:26][NH2:27], predict the reaction product. The product is: [F:10][C:9]([F:12])([F:11])[C@H:8]([N:13]1[CH2:17][CH2:16][C@H:15]([NH:18][C:19](=[O:25])[O:20][C:21]([CH3:24])([CH3:23])[CH3:22])[CH2:14]1)[C:5]1[CH:6]=[N:7][C:2]([NH:26][NH2:27])=[CH:3][CH:4]=1. (3) Given the reactants [Si:1]([O:8][C@@H:9]1[C@@:28]2([CH3:29])[C:13](=[CH:14][CH:15]=[C:16]3[C@@H:27]2[CH2:26][CH2:25][C@@:24]2([CH3:30])[C@H:17]3[CH2:18][CH:19]=[C:20]2[C@H:21]([OH:23])[CH3:22])[CH2:12][C@@H:11]([O:31][Si:32]([C:35]([CH3:38])([CH3:37])[CH3:36])([CH3:34])[CH3:33])[CH2:10]1)([C:4]([CH3:7])([CH3:6])[CH3:5])([CH3:3])[CH3:2].[H-].[Na+].Br[CH2:42][CH:43]1[O:47][C:44]1([CH3:46])[CH3:45].C([BH-](C(CC)C)C(CC)C)(CC)C.[Li+].[OH-].[Na+].OO, predict the reaction product. The product is: [Si:1]([O:8][C@@H:9]1[C@@:28]2([CH3:29])[C:13](=[CH:14][CH:15]=[C:16]3[C@@H:27]2[CH2:26][CH2:25][C@@:24]2([CH3:30])[C@H:17]3[CH2:18][CH:19]=[C:20]2[C@H:21]([O:23][CH2:42][CH2:43][C:44]([OH:47])([CH3:46])[CH3:45])[CH3:22])[CH2:12][C@@H:11]([O:31][Si:32]([C:35]([CH3:37])([CH3:36])[CH3:38])([CH3:33])[CH3:34])[CH2:10]1)([C:4]([CH3:7])([CH3:6])[CH3:5])([CH3:3])[CH3:2]. (4) Given the reactants [CH3:1][CH:2]([O:4][C:5]1[CH:13]=[C:12]2[C:8]([CH:9]=[N:10][NH:11]2)=[CH:7][C:6]=1[NH:14][C:15]1[C:16]2[C:23]3[CH2:24][CH2:25][CH:26]([C:28](O)=[O:29])[CH2:27][C:22]=3[S:21][C:17]=2[N:18]=[CH:19][N:20]=1)[CH3:3].[CH3:31][N:32]1[CH2:37][CH2:36][NH:35][CH2:34][CH2:33]1, predict the reaction product. The product is: [CH3:31][N:32]1[CH2:37][CH2:36][N:35]([C:28]([CH:26]2[CH2:25][CH2:24][C:23]3[C:16]4[C:15]([NH:14][C:6]5[CH:7]=[C:8]6[C:12](=[CH:13][C:5]=5[O:4][CH:2]([CH3:1])[CH3:3])[NH:11][N:10]=[CH:9]6)=[N:20][CH:19]=[N:18][C:17]=4[S:21][C:22]=3[CH2:27]2)=[O:29])[CH2:34][CH2:33]1. (5) Given the reactants [Cl:1][C:2]1[C:3]([S:13](=[O:16])(=[O:15])[NH2:14])=[CH:4][C:5]([S:9](=[O:12])(=[O:11])[NH2:10])=[C:6]([CH:8]=1)[NH2:7].[CH:17](O)=O, predict the reaction product. The product is: [CH:8]1[C:2]([Cl:1])=[C:3]([S:13]([NH2:14])(=[O:16])=[O:15])[CH:4]=[C:5]2[S:9]([NH:10][CH:17]=[N:7][C:6]=12)(=[O:12])=[O:11].